This data is from Experimentally validated miRNA-target interactions with 360,000+ pairs, plus equal number of negative samples. The task is: Binary Classification. Given a miRNA mature sequence and a target amino acid sequence, predict their likelihood of interaction. (1) The miRNA is mmu-miR-3091-3p with sequence CGGGCCUGACCAGUCUCAAGAC. The protein sequence of the target gene is MSAEKMTKLEENLQRAVALKKTVDRWRNFHIHCMWQTTLDQRRNLFAALRMKDTKEQELALSNKQLLVVRQAALHELFEKEYQQYQQELNQMGKAFYEERL. Result: 0 (no interaction). (2) The miRNA is rno-miR-331-3p with sequence GCCCCUGGGCCUAUCCUAGAA. Result: 0 (no interaction). The protein sequence of the target gene is MEGKPMRRCTNIRPGETGMDVTSRCTLGDPNKLPEGVPQPARMPYISDKHPRQTLEVINLLRKHRELCDVVLVVGAKKIYAHRVILSACSPYFRAMFTGELAESRQTEVVIRDIDERAMELLIDFAYTSQITVEEGNVQTLLPAACLLQLAEIQEACCEFLKRQLDPSNCLGIRAFADTHSCRELLRIADKFTQHNFQEVMESEEFMLLPANQLIDIISSDELNVRSEEQVFNAVMAWVKYSIQERRPQLPQVLQHVRLPLLSPKFLVGTVGSDPLIKSDEECRDLVDEAKNYLLLPQER.... (3) The miRNA is hsa-miR-3170 with sequence CUGGGGUUCUGAGACAGACAGU. The protein sequence of the target gene is MKVQSFGERVVLFILNAIIFGRLERNLDDDDMFFLPHSVKEQAKILWRRGAAVGFYTTKMKGRLCGDGTGACYLLPVFDTVFIRRKHWHRGLGTAMLRDFCETFPEDEALGVSCSMSPAMYQAHPGNSEDVSRHARTSQNDRPRQPAPGDGSKERMCGEELEDTKDDPECGVEEEDAGLAGQPPGKLTRSSP. Result: 0 (no interaction). (4) The miRNA is hsa-miR-4670-5p with sequence AAGCGACCAUGAUGUAACUUCA. The protein sequence of the target gene is MFLLLALLTELGRLQAHEGSEGIFLHVTVPRKIKSNDSEVSERKMIYIITIDGQPYTLHLGKQSFLPQNFLVYTYNETGSLHSVSPYFMMHCHYQGYAAEFPNSFVTLSICSGLRGFLQFENISYGIEPVESSARFEHIIYQMKNNDPNVSILAVNYSHIWQKDQPYKVPLNSQIKNLSKLLPQYLEIYIIVEKALYDYMGSEMMAVTQKIVQVIGLVNTMFTQFKLTVILSSLELWSNENQISTSGDADDILQRFLAWKRDYLILRPHDIAYLLVYRKHPKYVGATFPGTVCNKSYDAG.... Result: 0 (no interaction).